From a dataset of Retrosynthesis with 50K atom-mapped reactions and 10 reaction types from USPTO. Predict the reactants needed to synthesize the given product. The reactants are: C=Cc1ccnc(Cl)n1.Cc1cc(N)cc(-c2cnc(C3(O)CCC3)s2)c1. Given the product C=Cc1ccnc(Nc2cc(C)cc(-c3cnc(C4(O)CCC4)s3)c2)n1, predict the reactants needed to synthesize it.